This data is from Forward reaction prediction with 1.9M reactions from USPTO patents (1976-2016). The task is: Predict the product of the given reaction. Given the reactants [C:1]([O:5][C:6]([N:8]([C:19]([O:21][C:22]([CH3:25])([CH3:24])[CH3:23])=[O:20])[C:9]1[CH:13]=[C:12](I)[S:11][C:10]=1[C:15]([O:17][CH3:18])=[O:16])=[O:7])([CH3:4])([CH3:3])[CH3:2].CC1(C)C(C)(C)OB([C:34]2[CH:39]=[CH:38][C:37]([C:40]3[O:48][C:47]4[C:42](=[N:43][CH:44]=[CH:45][CH:46]=4)[CH:41]=3)=[CH:36][CH:35]=2)O1, predict the reaction product. The product is: [C:1]([O:5][C:6]([N:8]([C:19]([O:21][C:22]([CH3:25])([CH3:24])[CH3:23])=[O:20])[C:9]1[CH:13]=[C:12]([C:34]2[CH:35]=[CH:36][C:37]([C:40]3[O:48][C:47]4[C:42](=[N:43][CH:44]=[CH:45][CH:46]=4)[CH:41]=3)=[CH:38][CH:39]=2)[S:11][C:10]=1[C:15]([O:17][CH3:18])=[O:16])=[O:7])([CH3:4])([CH3:3])[CH3:2].